This data is from Peptide-MHC class I binding affinity with 185,985 pairs from IEDB/IMGT. The task is: Regression. Given a peptide amino acid sequence and an MHC pseudo amino acid sequence, predict their binding affinity value. This is MHC class I binding data. The peptide sequence is EIDVSEVKT. The MHC is HLA-A02:06 with pseudo-sequence HLA-A02:06. The binding affinity (normalized) is 0.